From a dataset of Choline transporter screen with 302,306 compounds. Binary Classification. Given a drug SMILES string, predict its activity (active/inactive) in a high-throughput screening assay against a specified biological target. (1) The compound is Brc1cc(c(OC)cc1)/C=N\NC(=O)CNC(=O)C1Oc2c(OC1)cccc2. The result is 0 (inactive). (2) The molecule is Clc1ccc(C(=O)COC(=O)CNC(=O)CNC(=O)Cc2ccccc2)cc1. The result is 0 (inactive). (3) The drug is Clc1cc2oc(=O)n(CC(=O)NCCc3cc(OC)c(OC)cc3)c2cc1. The result is 0 (inactive). (4) The drug is Clc1nc(NCCC=2CCCCC2)nc(Cl)n1. The result is 0 (inactive).